From a dataset of Full USPTO retrosynthesis dataset with 1.9M reactions from patents (1976-2016). Predict the reactants needed to synthesize the given product. (1) Given the product [CH2:1]([O:8][C:9]([N:11]1[CH2:15][C:14](=[O:16])[N:13]=[C:12]1[NH:17][C:21]([CH:18]1[CH2:20][CH2:19]1)=[O:22])=[O:10])[C:2]1[CH:7]=[CH:6][CH:5]=[CH:4][CH:3]=1, predict the reactants needed to synthesize it. The reactants are: [CH2:1]([O:8][C:9]([N:11]1[CH2:15][C:14](=[O:16])[N:13]=[C:12]1[NH2:17])=[O:10])[C:2]1[CH:7]=[CH:6][CH:5]=[CH:4][CH:3]=1.[CH:18]1([C:21](Cl)=[O:22])[CH2:20][CH2:19]1.CCN(C(C)C)C(C)C. (2) Given the product [F:1][C:2]1[CH:7]=[CH:6][CH:5]=[C:4]([F:8])[C:3]=1[N:9]1[C:14]2[N:15]=[C:16]([NH:32][CH2:33][CH2:34][NH:35][CH3:36])[N:17]=[C:18]([C:19]3[CH:24]=[C:23]([CH:22]=[CH:21][C:20]=3[CH3:31])[C:25]([NH:27][CH:28]([CH3:29])[CH3:30])=[O:26])[C:13]=2[CH2:12][NH:11][C:10]1=[O:44], predict the reactants needed to synthesize it. The reactants are: [F:1][C:2]1[CH:7]=[CH:6][CH:5]=[C:4]([F:8])[C:3]=1[N:9]1[C:14]2[N:15]=[C:16]([NH:32][CH2:33][CH2:34][N:35](C)[C:36](=O)OC(C)(C)C)[N:17]=[C:18]([C:19]3[CH:24]=[C:23]([C:25]([NH:27][CH:28]([CH3:30])[CH3:29])=[O:26])[CH:22]=[CH:21][C:20]=3[CH3:31])[C:13]=2[CH2:12][NH:11][C:10]1=[O:44].C(O)(C(F)(F)F)=O.